From a dataset of Catalyst prediction with 721,799 reactions and 888 catalyst types from USPTO. Predict which catalyst facilitates the given reaction. (1) Reactant: Cl[C:2]1[CH:7]=[C:6]([Cl:8])[N:5]=[C:4]2[NH:9][CH:10]=[C:11]([C:12]#[N:13])[C:3]=12.[I-:14].[Na+].C(Cl)(=O)C.O. Product: [Cl:8][C:6]1[N:5]=[C:4]2[NH:9][CH:10]=[C:11]([C:12]#[N:13])[C:3]2=[C:2]([I:14])[CH:7]=1. The catalyst class is: 10. (2) Reactant: [C:1]([Si:5]([CH3:37])([CH3:36])[O:6][C:7]1[CH:12]=[CH:11][C:10]([C@H:13]2[N:16]([C:17]3[CH:22]=[CH:21][C:20]([F:23])=[CH:19][CH:18]=3)[C:15](=[O:24])[C@@H:14]2[CH2:25][CH2:26][C:27]([C:29]2[CH:34]=[CH:33][C:32]([F:35])=[CH:31][CH:30]=2)=[O:28])=[CH:9][CH:8]=1)([CH3:4])([CH3:3])[CH3:2].CO.S(=O)(=O)(O)O. Product: [C:1]([Si:5]([CH3:37])([CH3:36])[O:6][C:7]1[CH:8]=[CH:9][C:10]([C@H:13]2[N:16]([C:17]3[CH:22]=[CH:21][C:20]([F:23])=[CH:19][CH:18]=3)[C:15](=[O:24])[C@@H:14]2[CH2:25][CH2:26][C@@H:27]([C:29]2[CH:34]=[CH:33][C:32]([F:35])=[CH:31][CH:30]=2)[OH:28])=[CH:11][CH:12]=1)([CH3:2])([CH3:4])[CH3:3]. The catalyst class is: 6.